From a dataset of Forward reaction prediction with 1.9M reactions from USPTO patents (1976-2016). Predict the product of the given reaction. (1) The product is: [F:41][C:38]([F:39])([F:40])[C:27]1([C:24]2[CH:25]=[CH:26][C:21]([C:4]([C:3]3[CH:10]=[C:11]([C:14]#[C:15][Si:16]([CH3:17])([CH3:18])[CH3:19])[CH:12]=[CH:13][C:2]=3[NH2:1])=[O:5])=[CH:22][CH:23]=2)[NH:28][NH:29]1. Given the reactants [NH2:1][C:2]1[CH:13]=[CH:12][C:11]([C:14]#[C:15][Si:16]([CH3:19])([CH3:18])[CH3:17])=[CH:10][C:3]=1[C:4](N(OC)C)=[O:5].Br[C:21]1[CH:26]=[CH:25][C:24]([C:27]2([C:38]([F:41])([F:40])[F:39])[N:29]([Si](C)(C)C)[N:28]2[Si](C)(C)C)=[CH:23][CH:22]=1.C([Li])CCC, predict the reaction product. (2) Given the reactants [Cl:1][C:2]1[C:7]([O:8][CH3:9])=[CH:6][C:5]([O:10][CH3:11])=[C:4]([Cl:12])[C:3]=1[C:13]1[CH:14]=[C:15]2[C:20](=[CH:21][CH:22]=1)[N:19]=[C:18]([NH:23][C@@H:24]1[CH2:28][O:27][CH2:26][C@@H:25]1[NH:29]C(=O)OC(C)(C)C)[N:17]=[CH:16]2.C(O)(C(F)(F)F)=O, predict the reaction product. The product is: [Cl:12][C:4]1[C:5]([O:10][CH3:11])=[CH:6][C:7]([O:8][CH3:9])=[C:2]([Cl:1])[C:3]=1[C:13]1[CH:14]=[C:15]2[C:20](=[CH:21][CH:22]=1)[N:19]=[C:18]([NH:23][C@H:24]1[C@@H:25]([NH2:29])[CH2:26][O:27][CH2:28]1)[N:17]=[CH:16]2. (3) Given the reactants [CH3:1][N:2]([CH3:18])[CH2:3][CH2:4][N:5]1[CH2:10][CH2:9][C:8]2[NH:11][C:12]([CH:15]=O)=[C:13]([CH3:14])[C:7]=2[C:6]1=[O:17].[F:19][C:20]1[C:25]([F:26])=[CH:24][CH:23]=[CH:22][C:21]=1[C:27]1[CH:35]=[CH:34][CH:33]=[C:32]2[C:28]=1[CH2:29][C:30](=[O:36])[NH:31]2, predict the reaction product. The product is: [F:19][C:20]1[C:25]([F:26])=[CH:24][CH:23]=[CH:22][C:21]=1[C:27]1[CH:35]=[CH:34][CH:33]=[C:32]2[C:28]=1[C:29](=[CH:15][C:12]1[NH:11][C:8]3[CH2:9][CH2:10][N:5]([CH2:4][CH2:3][N:2]([CH3:18])[CH3:1])[C:6](=[O:17])[C:7]=3[C:13]=1[CH3:14])[C:30](=[O:36])[NH:31]2. (4) Given the reactants [C:1]([OH:12])(=[O:11])[C:2]1[CH:10]=[CH:9][C:7]([OH:8])=[C:4]([O:5][CH3:6])[CH:3]=1.C(=O)([O-])[O-].[K+].[K+].[CH2:19](Br)[C:20]1[CH:25]=[CH:24][CH:23]=[CH:22][CH:21]=1.[Cl-].[Na+], predict the reaction product. The product is: [CH2:19]([O:11][C:1](=[O:12])[C:2]1[CH:10]=[CH:9][C:7]([O:8][CH2:1][C:2]2[CH:10]=[CH:9][CH:7]=[CH:4][CH:3]=2)=[C:4]([O:5][CH3:6])[CH:3]=1)[C:20]1[CH:25]=[CH:24][CH:23]=[CH:22][CH:21]=1. (5) Given the reactants [BrH:1].S(=O)(=O)(O)O.[CH3:7][N:8]([CH3:23])[C:9]1[CH:10]=[C:11]2[C:16](=[CH:17][CH:18]=1)[N:15]=[CH:14][CH:13]=[C:12]2[NH:19][CH2:20][CH2:21]O.C([O-])(O)=O.[Na+], predict the reaction product. The product is: [CH3:7][N:8]([CH3:23])[C:9]1[CH:10]=[C:11]2[C:16](=[CH:17][CH:18]=1)[N:15]=[CH:14][CH:13]=[C:12]2[NH:19][CH2:20][CH2:21][Br:1]. (6) The product is: [Cl:1][C:2]1[CH:7]=[CH:6][C:5]([O:8][CH3:9])=[C:4]2[C:3]=1[NH:10][CH:14]=[CH:13]2. Given the reactants [Cl:1][C:2]1[CH:7]=[CH:6][C:5]([O:8][CH3:9])=[CH:4][C:3]=1[N+:10]([O-])=O.[CH:13]([Mg]Br)=[CH2:14], predict the reaction product. (7) Given the reactants Br[C:2](Br)=[CH:3][C:4]1[C:9]([CH2:10][CH3:11])=[C:8]([F:12])[CH:7]=[CH:6][C:5]=1[F:13].[CH2:15]([NH2:18])[CH2:16][NH2:17], predict the reaction product. The product is: [CH2:10]([C:9]1[C:8]([F:12])=[CH:7][CH:6]=[C:5]([F:13])[C:4]=1[CH2:3][C:2]1[NH:17][CH2:16][CH2:15][N:18]=1)[CH3:11]. (8) Given the reactants [C:1]([C:4]1[CH:5]=[N:6][O:7][CH:8]=1)([OH:3])=O.C(Cl)CCl.[CH:13]1[CH:14]=[CH:15][C:16]2N(O)N=N[C:17]=2[CH:18]=1.CCN([CH:29]([CH3:31])[CH3:30])C(C)C.C[O:33]CN.[CH2:36]1C[O:39][CH2:38][CH2:37]1, predict the reaction product. The product is: [OH:33][C:17]1[CH:16]=[CH:15][C:14]([C:5]2[C:4]([CH:1]=[O:3])=[C:8]([C:30]3[CH:29]=[CH:31][C:38]([OH:39])=[CH:37][CH:36]=3)[O:7][N:6]=2)=[CH:13][CH:18]=1.